The task is: Predict the product of the given reaction.. This data is from Forward reaction prediction with 1.9M reactions from USPTO patents (1976-2016). (1) Given the reactants [C:1]1([S:19]([OH:22])(=[O:21])=[O:20])[C:10]2[CH:9]=[CH:8][CH:7]=[C:6]([S:11]([OH:14])(=[O:13])=[O:12])[C:5]=2[CH:4]=[C:3](S(O)(=O)=O)[CH:2]=1.C1C2C(=CC=CC=2)C=CC=1.S(=O)(=O)(O)O, predict the reaction product. The product is: [C:1]1([S:19]([OH:22])(=[O:21])=[O:20])[C:10]2[CH:9]=[CH:8][CH:7]=[C:6]([S:11]([OH:14])(=[O:13])=[O:12])[C:5]=2[CH:4]=[CH:3][CH:2]=1. (2) Given the reactants [F:1][C:2]1[CH:7]=[CH:6][C:5]([CH:8]([CH3:12])[C:9]([OH:11])=O)=[CH:4][CH:3]=1.[NH2:13][CH2:14][CH2:15][CH2:16][N:17]1[CH2:22][CH2:21][CH:20]([C:23]2[CH:24]=[C:25]([NH:29][C:30](=[O:34])[CH:31]([CH3:33])[CH3:32])[CH:26]=[CH:27][CH:28]=2)[CH2:19][CH2:18]1, predict the reaction product. The product is: [F:1][C:2]1[CH:3]=[CH:4][C:5]([CH:8]([CH3:12])[C:9]([NH:13][CH2:14][CH2:15][CH2:16][N:17]2[CH2:22][CH2:21][CH:20]([C:23]3[CH:28]=[CH:27][CH:26]=[C:25]([NH:29][C:30](=[O:34])[CH:31]([CH3:32])[CH3:33])[CH:24]=3)[CH2:19][CH2:18]2)=[O:11])=[CH:6][CH:7]=1. (3) The product is: [C:5]12([C@@H:12]([C:14]3[CH:19]=[CH:18][CH:17]=[CH:16][CH:15]=3)[NH:13][C:40](=[O:41])[C:39]3[C:43]([CH3:47])=[CH:44][CH:45]=[CH:46][C:38]=3[CH3:37])[CH2:11][CH2:10][CH:8]([CH2:7][CH2:6]1)[CH2:9][NH:4]2. Given the reactants C([N:4]1[CH2:9][CH:8]2[CH2:10][CH2:11][C:5]1([C@@H:12]([C:14]1[CH:19]=[CH:18][CH:17]=[CH:16][CH:15]=1)[NH2:13])[CH2:6][CH2:7]2)C=C.CN1CC2CCC1(C(C1C=CC=CC=1)N)CC2.[CH3:37][C:38]1[CH:46]=[CH:45][CH:44]=[C:43]([CH3:47])[C:39]=1[C:40](O)=[O:41].ClC1C=C(Cl)C=CC=1C(O)=O.Cl, predict the reaction product. (4) Given the reactants C(N(CC)CC)C.[CH3:8][N:9]([CH3:13])[C:10](Cl)=[O:11].[CH2:14]([N:16]([CH3:40])[C:17]([C:19]1[CH:23]=[C:22]([C:24]2[CH:29]=[CH:28][C:27]([CH2:30][NH2:31])=[CH:26][N:25]=2)[N:21]([C:32]2[CH:33]=[N:34][C:35]([O:38][CH3:39])=[CH:36][CH:37]=2)[N:20]=1)=[O:18])[CH3:15].O, predict the reaction product. The product is: [CH2:14]([N:16]([CH3:40])[C:17]([C:19]1[CH:23]=[C:22]([C:24]2[CH:29]=[CH:28][C:27]([CH2:30][NH:31][C:10]([N:9]([CH3:13])[CH3:8])=[O:11])=[CH:26][N:25]=2)[N:21]([C:32]2[CH:33]=[N:34][C:35]([O:38][CH3:39])=[CH:36][CH:37]=2)[N:20]=1)=[O:18])[CH3:15]. (5) Given the reactants B(Br)(Br)Br.C[O:6][C:7]1[CH:8]=[C:9]([C:20]([O:22][CH3:23])=[O:21])[C:10]([C:13]2[CH:18]=[CH:17][C:16]([Cl:19])=[CH:15][CH:14]=2)=[CH:11][CH:12]=1.O.CO, predict the reaction product. The product is: [Cl:19][C:16]1[CH:15]=[CH:14][C:13]([C:10]2[C:9]([C:20]([O:22][CH3:23])=[O:21])=[CH:8][C:7]([OH:6])=[CH:12][CH:11]=2)=[CH:18][CH:17]=1.